Dataset: Forward reaction prediction with 1.9M reactions from USPTO patents (1976-2016). Task: Predict the product of the given reaction. Given the reactants C(OC(=O)[NH:7][C:8]1[CH:13]=[CH:12][N:11]=[CH:10][C:9]=1[CH2:14][CH2:15][OH:16])(C)(C)C.C(O)(C(F)(F)F)=O, predict the reaction product. The product is: [NH2:7][C:8]1[CH:13]=[CH:12][N:11]=[CH:10][C:9]=1[CH2:14][CH2:15][OH:16].